The task is: Predict the reactants needed to synthesize the given product.. This data is from Full USPTO retrosynthesis dataset with 1.9M reactions from patents (1976-2016). (1) Given the product [Cl:11][C:12]1[N:19]=[C:18]([NH:10][C:7]2[CH:6]=[C:5]([O:4][CH:1]([CH3:3])[CH3:2])[NH:9][N:8]=2)[C:17]([F:21])=[CH:16][C:13]=1[C:14]#[N:15], predict the reactants needed to synthesize it. The reactants are: [CH:1]([O:4][C:5]1[NH:9][N:8]=[C:7]([NH2:10])[CH:6]=1)([CH3:3])[CH3:2].[Cl:11][C:12]1[N:19]=[C:18](Cl)[C:17]([F:21])=[CH:16][C:13]=1[C:14]#[N:15].C(N(CC)CC)C. (2) Given the product [CH2:21]([O:23][C:24](=[O:60])[CH:25]([O:58][CH3:59])[CH2:26][C:27]1[CH:28]=[CH:29][C:30]([O:33][CH2:34][CH2:35][CH2:36][O:37][C:38]2[CH:43]=[CH:42][C:41]([C:44]3[CH:45]=[CH:46][C:47]([O:50][Si:51]([C:54]([CH3:55])([CH3:56])[CH3:57])([CH3:53])[CH3:52])=[CH:48][CH:49]=3)=[CH:40][CH:39]=2)=[CH:31][CH:32]=1)[CH3:22], predict the reactants needed to synthesize it. The reactants are: C(OC(=O)[C@@H](OC)CC1C=CC(OCCCO)=CC=1)C.[CH2:21]([O:23][C:24](=[O:60])[C@@H:25]([O:58][CH3:59])[CH2:26][C:27]1[CH:32]=[CH:31][C:30]([O:33][CH2:34][CH2:35][CH2:36][O:37][C:38]2[CH:43]=[CH:42][C:41]([C:44]3[CH:49]=[CH:48][C:47]([O:50][Si:51]([C:54]([CH3:57])([CH3:56])[CH3:55])([CH3:53])[CH3:52])=[CH:46][CH:45]=3)=[CH:40][CH:39]=2)=[CH:29][CH:28]=1)[CH3:22].CC(OC(/N=N/C(OC(C)C)=O)=O)C. (3) The reactants are: [CH3:1][O:2][C:3]1[C:12]2[C:7](=[C:8]([CH3:13])[CH:9]=[CH:10][CH:11]=2)[C:6]([C:14]([OH:16])=O)=[CH:5][CH:4]=1.[NH:17]1[CH2:21][CH2:20][CH2:19][CH2:18]1. Given the product [CH3:1][O:2][C:3]1[C:12]2[C:7](=[C:8]([CH3:13])[CH:9]=[CH:10][CH:11]=2)[C:6]([C:14]([N:17]2[CH2:21][CH2:20][CH2:19][CH2:18]2)=[O:16])=[CH:5][CH:4]=1, predict the reactants needed to synthesize it. (4) Given the product [CH2:1]([N:3]([CH2:45][C:44]1[CH:48]=[CH:49][C:41]([CH2:40][C:39]([NH:38][CH2:37][CH3:36])([CH3:51])[CH3:50])=[CH:42][CH:43]=1)[C:4]1[CH:9]=[C:8]([O:10][CH3:11])[CH:7]=[CH:6][C:5]=1[C@@H:12]1[CH2:21][CH2:20][C:19]2[CH:18]=[C:17]([OH:22])[CH:16]=[CH:15][C:14]=2[CH2:13]1)[CH3:2], predict the reactants needed to synthesize it. The reactants are: [CH2:1]([NH:3][C:4]1[CH:9]=[C:8]([O:10][CH3:11])[CH:7]=[CH:6][C:5]=1[C@@H:12]1[CH2:21][CH2:20][C:19]2[CH:18]=[C:17]([O:22]C(=O)C(C)(C)C)[CH:16]=[CH:15][C:14]=2[CH2:13]1)[CH3:2].C(OC([CH2:36][CH2:37][NH:38][C:39]([CH3:51])([CH3:50])[CH2:40][C:41]1[CH:49]=[CH:48][C:44]([C:45](O)=O)=[CH:43][CH:42]=1)=O)(C)(C)C.C(OC(CCNC(C)(C)CC1C=CC(C(CCNC2C=C(OC)C=CC=2C2CCC3C=C(OC(=O)C(C)(C)C)C=CC=3C2)=O)=CC=1)=O)(C)(C)C. (5) The reactants are: [C:1]([O:5][C:6]([N:8]1[CH2:13][CH2:12][CH:11]([O:14][C:15]2[C:16]([C:31](OC)=[O:32])=[N:17][N:18]([C:22]3[CH:27]=[CH:26][C:25]([C:28]#[N:29])=[C:24]([F:30])[CH:23]=3)[C:19](=[O:21])[CH:20]=2)[CH2:10][CH2:9]1)=[O:7])([CH3:4])([CH3:3])[CH3:2].[BH4-].[Na+].CCOC(C)=O.O. Given the product [C:28]([C:25]1[CH:26]=[CH:27][C:22]([N:18]2[C:19](=[O:21])[CH:20]=[C:15]([O:14][CH:11]3[CH2:10][CH2:9][N:8]([C:6]([O:5][C:1]([CH3:2])([CH3:3])[CH3:4])=[O:7])[CH2:13][CH2:12]3)[C:16]([CH2:31][OH:32])=[N:17]2)=[CH:23][C:24]=1[F:30])#[N:29], predict the reactants needed to synthesize it. (6) The reactants are: [H-].[Al+3].[Li+].[H-].[H-].[H-].[C:7]([N:26]1[C:30]2[C:31]([C:35](OC)=[O:36])=[CH:32][CH:33]=[CH:34][C:29]=2[N:28]=[CH:27]1)([C:20]1[CH:25]=[CH:24][CH:23]=[CH:22][CH:21]=1)([C:14]1[CH:19]=[CH:18][CH:17]=[CH:16][CH:15]=1)[C:8]1[CH:13]=[CH:12][CH:11]=[CH:10][CH:9]=1.C(C(C(C([O-])=O)O)O)([O-])=O.[K+].[Na+].C(OCC)(=O)C. Given the product [C:7]([N:26]1[C:30]2[C:31]([CH2:35][OH:36])=[CH:32][CH:33]=[CH:34][C:29]=2[N:28]=[CH:27]1)([C:14]1[CH:19]=[CH:18][CH:17]=[CH:16][CH:15]=1)([C:8]1[CH:9]=[CH:10][CH:11]=[CH:12][CH:13]=1)[C:20]1[CH:25]=[CH:24][CH:23]=[CH:22][CH:21]=1, predict the reactants needed to synthesize it. (7) Given the product [F:25][C:22]1[CH:21]=[CH:20][C:19]([CH2:18][N:11]2[C:10]3[CH2:26][NH:1][CH:2]([C:3]([OH:5])=[O:4])[C:6]([CH3:8])([CH3:7])[C:9]=3[C:17]3[C:12]2=[N:13][CH:14]=[CH:15][CH:16]=3)=[CH:24][CH:23]=1, predict the reactants needed to synthesize it. The reactants are: [NH2:1][CH:2]([C:6]([C:9]1[C:17]2[C:12](=[N:13][CH:14]=[CH:15][CH:16]=2)[N:11]([CH2:18][C:19]2[CH:24]=[CH:23][C:22]([F:25])=[CH:21][CH:20]=2)[CH:10]=1)([CH3:8])[CH3:7])[C:3]([OH:5])=[O:4].[CH2:26]=O.